This data is from Full USPTO retrosynthesis dataset with 1.9M reactions from patents (1976-2016). The task is: Predict the reactants needed to synthesize the given product. (1) Given the product [CH2:47]1[C:48]2[C:53](=[CH:52][CH:51]=[CH:50][CH:49]=2)[CH2:54][CH2:55][N:46]1[CH2:45][CH:44]([OH:56])[CH2:43][NH:42][C:4](=[O:6])[C:3]1[CH:7]=[CH:8][CH:9]=[C:10]([N+:11]([O-:13])=[O:12])[C:2]=1[CH3:1], predict the reactants needed to synthesize it. The reactants are: [CH3:1][C:2]1[C:10]([N+:11]([O-:13])=[O:12])=[CH:9][CH:8]=[CH:7][C:3]=1[C:4]([OH:6])=O.CCN=C=NCCCN(C)C.C1C=CC2N(O)N=NC=2C=1.CCN(CC)CC.[NH2:42][CH2:43][CH:44]([OH:56])[CH2:45][N:46]1[CH2:55][CH2:54][C:53]2[C:48](=[CH:49][CH:50]=[CH:51][CH:52]=2)[CH2:47]1. (2) Given the product [C:11]([O:10][C:8]([NH:7][C@H:1]1[C@H:6]([CH2:29][CH:25]2[CH2:28][CH2:27][CH2:26]2)[CH2:5][CH2:4][N:3]([C:15]([O:17][CH2:18][C:19]2[CH:24]=[CH:23][CH:22]=[CH:21][CH:20]=2)=[O:16])[CH2:2]1)=[O:9])([CH3:14])([CH3:13])[CH3:12], predict the reactants needed to synthesize it. The reactants are: [CH:1]12[N:7]([C:8]([O:10][C:11]([CH3:14])([CH3:13])[CH3:12])=[O:9])[CH:6]1[CH2:5][CH2:4][N:3]([C:15]([O:17][CH2:18][C:19]1[CH:24]=[CH:23][CH:22]=[CH:21][CH:20]=1)=[O:16])[CH2:2]2.[CH:25]1([CH2:29][Mg]Br)[CH2:28][CH2:27][CH2:26]1.C1COCC1.[NH4+].[Cl-]. (3) The reactants are: [NH2:1][C:2]1[C:11]2[N:10]=[CH:9][CH:8]=[CH:7][C:6]=2C(C([O-])=O)=[CH:4][CH:3]=1.[CH:15]([O:22][CH2:23][CH3:24])(OCC)OCC.[N-:25]=[N+:26]=[N-:27].[Na+].[C:29](=O)(O)[O-].[Na+].[OH2:34]. Given the product [N:1]1([C:2]2[C:11]3[N:10]=[CH:9][CH:8]=[CH:7][C:6]=3[C:24]([C:23]([O:22][CH3:15])=[O:34])=[CH:4][CH:3]=2)[CH:29]=[N:27][N:26]=[N:25]1, predict the reactants needed to synthesize it. (4) Given the product [C:14]([O:18][C:19]([CH2:20][CH2:21][C:22]1[O:13][C:7]([C:4]2[CH:3]=[CH:2][CH:1]=[CH:6][CH:5]=2)=[C:8]([C:9]([OH:11])=[O:10])[N:12]=1)=[O:25])([CH3:17])([CH3:16])[CH3:15], predict the reactants needed to synthesize it. The reactants are: [CH:1]1[CH:6]=[CH:5][C:4]([CH:7]([OH:13])[CH:8]([NH2:12])[C:9]([OH:11])=[O:10])=[CH:3][CH:2]=1.[C:14]([O:18][C:19](=[O:25])[CH2:20][CH2:21][C:22](O)=O)([CH3:17])([CH3:16])[CH3:15]. (5) Given the product [NH2:21][C:19]1[N:18]=[CH:17][N:16]=[C:15]2[N:14]([C@@H:22]3[CH2:27][CH2:26][CH2:25][N:24]([C:35](=[O:36])[CH2:34][C:32]#[N:33])[CH2:23]3)[N:13]=[C:12]([C:9]3[CH:10]=[CH:11][C:6]([O:5][C:4]4[CH:28]=[C:29]([F:31])[CH:30]=[C:2]([F:1])[CH:3]=4)=[CH:7][CH:8]=3)[C:20]=12, predict the reactants needed to synthesize it. The reactants are: [F:1][C:2]1[CH:3]=[C:4]([CH:28]=[C:29]([F:31])[CH:30]=1)[O:5][C:6]1[CH:11]=[CH:10][C:9]([C:12]2[C:20]3[C:15](=[N:16][CH:17]=[N:18][C:19]=3[NH2:21])[N:14]([C@@H:22]3[CH2:27][CH2:26][CH2:25][NH:24][CH2:23]3)[N:13]=2)=[CH:8][CH:7]=1.[C:32]([CH2:34][C:35](O)=[O:36])#[N:33].N1(C(N2C=CN=C2)=O)C=CN=C1. (6) The reactants are: [Cl:1][C:2]1[N:10]([CH2:11][CH:12]=[CH2:13])[C:9]2[C:8](=[O:14])[NH:7][C:6](=[O:15])[N:5]([CH2:16][CH2:17][CH3:18])[C:4]=2[N:3]=1.C(=O)([O-])[O-].[Cs+].[Cs+].Br[CH2:26][CH2:27][CH2:28][OH:29]. Given the product [Cl:1][C:2]1[N:10]([CH2:11][CH:12]=[CH2:13])[C:9]2[C:8](=[O:14])[N:7]([CH2:26][CH2:27][CH2:28][OH:29])[C:6](=[O:15])[N:5]([CH2:16][CH2:17][CH3:18])[C:4]=2[N:3]=1, predict the reactants needed to synthesize it. (7) The reactants are: [H-].[Na+].FC(F)(F)C1C=CNN=1.[CH3:12][C:13]1[NH:17][N:16]=[C:15]([C:18]([F:21])([F:20])[F:19])[CH:14]=1.[Br:22][C:23]1[C:24](S(C)(=O)=O)=[N:25][C:26]([NH:29][C:30]2[CH:31]=[C:32]([CH:35]=[CH:36][CH:37]=2)[C:33]#[N:34])=[N:27][CH:28]=1.O. Given the product [Br:22][C:23]1[C:28]([N:17]2[C:13]([CH3:12])=[CH:14][C:15]([C:18]([F:21])([F:20])[F:19])=[N:16]2)=[N:27][C:26]([NH:29][C:30]2[CH:31]=[C:32]([CH:35]=[CH:36][CH:37]=2)[C:33]#[N:34])=[N:25][CH:24]=1, predict the reactants needed to synthesize it. (8) Given the product [OH2:2].[S:1]([C:5]1[CH:11]=[CH:10][C:8]([CH3:9])=[CH:7][CH:6]=1)([OH:4])(=[O:3])=[O:2], predict the reactants needed to synthesize it. The reactants are: [S:1]([C:5]1[CH:11]=[CH:10][C:8]([CH3:9])=[CH:7][CH:6]=1)([O-:4])(=[O:3])=[O:2].